Dataset: Full USPTO retrosynthesis dataset with 1.9M reactions from patents (1976-2016). Task: Predict the reactants needed to synthesize the given product. (1) Given the product [CH2:1]([O:8][N:9]1[C:14]2[N:15]=[CH:16][N:17]=[CH:18][C:13]=2[C:12]([NH:39][CH:33]2[CH2:38][CH2:37][CH2:36][CH2:35][CH2:34]2)=[C:11]([C:27]([O:29][CH2:30][CH3:31])=[O:28])[C:10]1=[O:32])[C:2]1[CH:7]=[CH:6][CH:5]=[CH:4][CH:3]=1, predict the reactants needed to synthesize it. The reactants are: [CH2:1]([O:8][N:9]1[C:14]2[N:15]=[CH:16][N:17]=[CH:18][C:13]=2[C:12](OS(C(F)(F)F)(=O)=O)=[C:11]([C:27]([O:29][CH2:30][CH3:31])=[O:28])[C:10]1=[O:32])[C:2]1[CH:7]=[CH:6][CH:5]=[CH:4][CH:3]=1.[CH:33]1([NH2:39])[CH2:38][CH2:37][CH2:36][CH2:35][CH2:34]1. (2) Given the product [CH3:47][C:31]1[C:30]([C:11]2[CH:12]=[C:13]([C:16]([F:17])([F:19])[F:18])[CH:14]=[C:15]3[C:10]=2[CH:9]=[N:8][N:7]3[CH:2]2[CH2:3][CH2:4][CH2:5][CH2:6][O:1]2)=[C:34]([C:35]([O:37][CH2:38][CH3:39])=[O:36])[N:33]([CH2:40][C:41]2[CH:42]=[N:43][N:44]([CH3:46])[CH:45]=2)[N:32]=1, predict the reactants needed to synthesize it. The reactants are: [O:1]1[CH2:6][CH2:5][CH2:4][CH2:3][CH:2]1[N:7]1[C:15]2[C:10](=[C:11](B3OC(C)(C)C(C)(C)O3)[CH:12]=[C:13]([C:16]([F:19])([F:18])[F:17])[CH:14]=2)[CH:9]=[N:8]1.Br[C:30]1[C:31]([CH3:47])=[N:32][N:33]([CH2:40][C:41]2[CH:42]=[N:43][N:44]([CH3:46])[CH:45]=2)[C:34]=1[C:35]([O:37][CH2:38][CH3:39])=[O:36]. (3) Given the product [CH3:10][O:11][C:12]([C@@H:14]1[C@H:18]([OH:19])[CH2:17][CH2:16][N:15]1[C:31](=[O:32])[NH:30][C:27]1[CH:26]=[CH:25][C:22]([C:23]#[N:24])=[C:21]([Cl:20])[C:28]=1[CH3:29])=[O:13], predict the reactants needed to synthesize it. The reactants are: N1C[C@H](O)C[C@H]1C(O)=O.[CH3:10][O:11][C:12]([C@@H:14]1[C@H:18]([OH:19])[CH2:17][CH2:16][NH:15]1)=[O:13].[Cl:20][C:21]1[C:28]([CH3:29])=[C:27]([N:30]=[C:31]=[O:32])[CH:26]=[CH:25][C:22]=1[C:23]#[N:24]. (4) Given the product [NH2:13][C:7]1[CH:8]=[C:9]([CH:10]=[C:5]([C:1]([CH3:4])([CH3:3])[CH3:2])[CH:6]=1)[C:11]#[N:12], predict the reactants needed to synthesize it. The reactants are: [C:1]([C:5]1[CH:6]=[C:7]([NH:13]C(=O)OC(C)(C)C)[CH:8]=[C:9]([C:11]#[N:12])[CH:10]=1)([CH3:4])([CH3:3])[CH3:2]. (5) The reactants are: C[O:2][C:3]([CH:5]1[CH:9]([C:10](OC)=[O:11])[CH2:8][N:7]([CH2:14][C:15]2[CH:20]=[CH:19][CH:18]=[CH:17][CH:16]=2)[CH2:6]1)=O.[H-].[H-].[H-].[H-].[Li+].[Al+3].O.[OH-].[Na+]. Given the product [CH2:14]([N:7]1[CH2:8][CH:9]([CH2:10][OH:11])[CH:5]([CH2:3][OH:2])[CH2:6]1)[C:15]1[CH:16]=[CH:17][CH:18]=[CH:19][CH:20]=1, predict the reactants needed to synthesize it. (6) Given the product [CH3:1][S:2]([NH:5][C:6]1[CH:7]=[C:8]([CH:9]=[CH:10][C:11]=1[NH:12][S:13]([CH3:16])(=[O:15])=[O:14])[NH2:17])(=[O:3])=[O:4], predict the reactants needed to synthesize it. The reactants are: [CH3:1][S:2]([NH:5][C:6]1[CH:7]=[C:8]([N+:17]([O-])=O)[CH:9]=[CH:10][C:11]=1[NH:12][S:13]([CH3:16])(=[O:15])=[O:14])(=[O:4])=[O:3]. (7) Given the product [Cl:18][C:17]1[CH:16]=[CH:15][CH:14]=[C:11]2[C:10]=1[NH:9][C:19](=[O:20])[N:13]=[C:12]2[C:1]1[CH:6]=[CH:5][CH:4]=[CH:3][CH:2]=1, predict the reactants needed to synthesize it. The reactants are: [C:1]1([Mg]Br)[CH:6]=[CH:5][CH:4]=[CH:3][CH:2]=1.[NH2:9][C:10]1[C:17]([Cl:18])=[CH:16][CH:15]=[CH:14][C:11]=1[C:12]#[N:13].[C:19](Cl)(=O)[O:20]C.Cl.C(=O)(O)[O-].[Na+]. (8) Given the product [CH2:1]=[CH:2][CH:3]=[CH2:4].[CH2:27]=[CH:28][C:29]1[CH:34]=[CH:33][CH:32]=[CH:31][CH:30]=1, predict the reactants needed to synthesize it. The reactants are: [CH2:1]=[CH:2][C:3]1C=CC=C[CH:4]=1.C=CC=C.O1CCCC1CCC.C([Li])CCC.C(C1C=C2C3=C4C(C=CC=C4C=C2)=CC=C3C=1C)[CH:27]=[CH:28][C:29]1[CH:34]=[CH:33][CH:32]=[CH:31][CH:30]=1.CCOCC. (9) Given the product [F:3][C:4]1[C:9]([CH2:10][OH:11])=[C:8]([C:12]2[CH:13]=[CH:14][C:15]3[O:19][C:18](=[O:20])[N:17]([CH3:21])[C:16]=3[CH:22]=2)[CH:7]=[N:6][CH:5]=1, predict the reactants needed to synthesize it. The reactants are: [BH4-].[Na+].[F:3][C:4]1[CH:5]=[N:6][CH:7]=[C:8]([C:12]2[CH:13]=[CH:14][C:15]3[O:19][C:18](=[O:20])[N:17]([CH3:21])[C:16]=3[CH:22]=2)[C:9]=1[CH:10]=[O:11]. (10) Given the product [Cl:25][C:20]1[CH:19]=[C:18]([CH:4]([CH2:5][CH:6]2[CH2:10][CH2:9][CH:8]([O:11][CH:12]3[CH2:17][CH2:16][CH2:15][CH2:14][O:13]3)[CH2:7]2)[C:3]([NH:31][C:29]([NH:28][CH3:27])=[O:30])=[O:26])[CH:23]=[CH:22][C:21]=1[Cl:24], predict the reactants needed to synthesize it. The reactants are: CO[C:3](=[O:26])[CH:4]([C:18]1[CH:23]=[CH:22][C:21]([Cl:24])=[C:20]([Cl:25])[CH:19]=1)[CH2:5][CH:6]1[CH2:10][CH2:9][CH:8]([O:11][CH:12]2[CH2:17][CH2:16][CH2:15][CH2:14][O:13]2)[CH2:7]1.[CH3:27][NH:28][C:29]([NH2:31])=[O:30].C[O-].[Mg+2].C[O-].CO.